Dataset: Peptide-MHC class I binding affinity with 185,985 pairs from IEDB/IMGT. Task: Regression. Given a peptide amino acid sequence and an MHC pseudo amino acid sequence, predict their binding affinity value. This is MHC class I binding data. (1) The peptide sequence is GARVIWMDA. The MHC is HLA-A02:06 with pseudo-sequence HLA-A02:06. The binding affinity (normalized) is 0.137. (2) The peptide sequence is LQQNNSFII. The MHC is HLA-A02:03 with pseudo-sequence HLA-A02:03. The binding affinity (normalized) is 0.210. (3) The peptide sequence is YMPTVIEHL. The MHC is HLA-A02:06 with pseudo-sequence HLA-A02:06. The binding affinity (normalized) is 0.515. (4) The peptide sequence is FVHSGFIYF. The MHC is HLA-A26:02 with pseudo-sequence HLA-A26:02. The binding affinity (normalized) is 0.710. (5) The peptide sequence is SGPSNTYPEI. The MHC is HLA-B07:02 with pseudo-sequence HLA-B07:02. The binding affinity (normalized) is 0.184. (6) The peptide sequence is CEALLADGL. The MHC is HLA-A29:02 with pseudo-sequence HLA-A29:02. The binding affinity (normalized) is 0.0847.